Dataset: M1 muscarinic receptor agonist screen with 61,833 compounds. Task: Binary Classification. Given a drug SMILES string, predict its activity (active/inactive) in a high-throughput screening assay against a specified biological target. (1) The molecule is Brc1cc(c(SCC(OCC(=O)N2CCN(CC2)C(=O)c2occc2)=O)cc1)C. The result is 0 (inactive). (2) The drug is S(=O)(=O)(N1CCOCC1)c1c(NCc2cccnc2)ccc(c1)C(=O)Nc1ccccc1. The result is 0 (inactive). (3) The compound is S(CC1OC(=O)C(C1)(CC)C(OCC)=O)c1[nH]c2c(n1)cccc2. The result is 0 (inactive). (4) The molecule is Brc1cc(C2N3C(SCCC3=O)=NC(=C2C(OCCOC)=O)C)c(OC)cc1. The result is 0 (inactive). (5) The molecule is S(=O)(=O)(N(CCOC)CCOC)c1ccc(C(=O)NCCCN2CCOCC2)cc1. The result is 0 (inactive).